This data is from HIV replication inhibition screening data with 41,000+ compounds from the AIDS Antiviral Screen. The task is: Binary Classification. Given a drug SMILES string, predict its activity (active/inactive) in a high-throughput screening assay against a specified biological target. (1) The molecule is N#CCCN(CCC#N)C(=O)Nc1cccc2ccccc12. The result is 0 (inactive). (2) The result is 0 (inactive). The molecule is COC1CCC(OS(C)(=O)=O)C(CO)O1. (3) The molecule is Nc1nc2c(c(O)[nH+]1)[n+](CCO)cn2C1OC(CO)C(O)C1O. The result is 0 (inactive).